Dataset: Catalyst prediction with 721,799 reactions and 888 catalyst types from USPTO. Task: Predict which catalyst facilitates the given reaction. (1) Reactant: C([NH:9][C:10]1[CH:19]=[C:18]2[C:13]([CH:14]=[CH:15][CH:16]=[C:17]2[N:20]2[CH2:25][CH2:24][N:23]([CH3:26])[CH2:22][CH2:21]2)=[CH:12][CH:11]=1)(=O)C1C=CC=CC=1.C(O)C.[OH-].[Na+]. Product: [NH2:9][C:10]1[CH:19]=[C:18]2[C:13]([CH:14]=[CH:15][CH:16]=[C:17]2[N:20]2[CH2:25][CH2:24][N:23]([CH3:26])[CH2:22][CH2:21]2)=[CH:12][CH:11]=1. The catalyst class is: 33. (2) Reactant: [Br:1][C:2]1[CH:7]=[CH:6][C:5]([CH2:8][C:9]([OH:11])=O)=[CH:4][CH:3]=1.C(Cl)(=O)C(Cl)=O.C(N(CC)CC)C.[NH2:25][C:26]1[CH:31]=[CH:30][CH:29]=[CH:28][CH:27]=1. Product: [C:26]1([NH:25][C:9](=[O:11])[CH2:8][C:5]2[CH:4]=[CH:3][C:2]([Br:1])=[CH:7][CH:6]=2)[CH:31]=[CH:30][CH:29]=[CH:28][CH:27]=1. The catalyst class is: 120. (3) Reactant: [Cl:1][C:2]1[CH:14]=[N:13][C:5]2[NH:6][C:7]3[CH2:12][CH2:11][NH:10][CH2:9][C:8]=3[C:4]=2[CH:3]=1.CCN(C(C)C)C(C)C.[C:24]([C:26]1[CH:27]=[C:28]([CH:32]=[CH:33][CH:34]=1)[C:29](Cl)=[O:30])#[N:25].Cl.CCOCC. Product: [ClH:1].[Cl:1][C:2]1[CH:14]=[N:13][C:5]2[NH:6][C:7]3[CH2:12][CH2:11][N:10]([C:29]([C:28]4[CH:27]=[C:26]([CH:34]=[CH:33][CH:32]=4)[C:24]#[N:25])=[O:30])[CH2:9][C:8]=3[C:4]=2[CH:3]=1. The catalyst class is: 1. (4) Reactant: [Br:1][C:2]1[CH:20]=[N:19][C:5]2[N:6]=[C:7]([N:13]3[CH2:16][CH:15]([NH:17][CH3:18])[CH2:14]3)[C:8]3[N:9]([CH:10]=[N:11][N:12]=3)[C:4]=2[CH:3]=1.[C:21]([O:29][O:29][C:21](=[O:28])[C:22]1[CH:27]=[CH:26][CH:25]=[CH:24][CH:23]=1)(=[O:28])[C:22]1[CH:27]=[CH:26][CH:25]=[CH:24][CH:23]=1.C([O-])([O-])=O.[K+].[K+]. Product: [C:21]([O:29][N:17]([CH:15]1[CH2:16][N:13]([C:7]2[C:8]3[N:9]([CH:10]=[N:11][N:12]=3)[C:4]3[CH:3]=[C:2]([Br:1])[CH:20]=[N:19][C:5]=3[N:6]=2)[CH2:14]1)[CH3:18])(=[O:28])[C:22]1[CH:27]=[CH:26][CH:25]=[CH:24][CH:23]=1. The catalyst class is: 22. (5) Reactant: C[O:2][C:3]1[C:8]([N:9]2[C:13](=[O:14])[C:12]3=[CH:15][CH:16]=[CH:17][CH:18]=[C:11]3[C:10]2=[O:19])=[CH:7][CH:6]=[C:5]([O:20]C)[N:4]=1.[BrH:22].CCOCC. Product: [BrH:22].[O:19]=[C:10]1[C:11]2[C:12](=[CH:15][CH:16]=[CH:17][CH:18]=2)[C:13](=[O:14])[N:9]1[C:8]1[C:3]([OH:2])=[N:4][C:5]([OH:20])=[CH:6][CH:7]=1. The catalyst class is: 15. (6) Reactant: [NH2:1][C:2]1[N:7]=[C:6]([NH2:8])[C:5]([O:9][C:10]2[C:11]([CH:21]([CH3:23])[CH3:22])=[CH:12][C:13]([O:19][CH3:20])=[C:14]([C:16](=[O:18])[CH3:17])[CH:15]=2)=[CH:4][N:3]=1.[BH4-].[Na+].[NH4+].[Cl-]. Product: [NH2:1][C:2]1[N:7]=[C:6]([NH2:8])[C:5]([O:9][C:10]2[C:11]([CH:21]([CH3:23])[CH3:22])=[CH:12][C:13]([O:19][CH3:20])=[C:14]([CH:16]([OH:18])[CH3:17])[CH:15]=2)=[CH:4][N:3]=1. The catalyst class is: 5. (7) Reactant: Br[C:2]1[CH:11]=[CH:10][C:9]([CH3:12])=[CH:8][C:3]=1[C:4]([O:6][CH3:7])=[O:5].C([Sn](CCCC)(CCCC)[C:18]1[CH:23]=[CH:22][CH:21]=[CH:20][N:19]=1)CCC.[F-].[Cs+]. Product: [CH3:12][C:9]1[CH:10]=[CH:11][C:2]([C:18]2[CH:23]=[CH:22][CH:21]=[CH:20][N:19]=2)=[C:3]([CH:8]=1)[C:4]([O:6][CH3:7])=[O:5]. The catalyst class is: 441.